Dataset: Catalyst prediction with 721,799 reactions and 888 catalyst types from USPTO. Task: Predict which catalyst facilitates the given reaction. Reactant: Cl.[NH:2]1[CH:6]=[CH:5][N:4]=[C:3]1[CH2:7][OH:8].O[N:10]1[C:14](=[O:15])[C:13]2=[CH:16][CH:17]=[CH:18][CH:19]=[C:12]2[C:11]1=[O:20].C1(P(C2C=CC=CC=2)C2C=CC=CC=2)C=CC=CC=1.N(C(OCC)=O)=NC(OCC)=O. Product: [NH:2]1[CH:6]=[CH:5][N:4]=[C:3]1[CH2:7][O:8][N:10]1[C:14](=[O:15])[C:13]2[C:12](=[CH:19][CH:18]=[CH:17][CH:16]=2)[C:11]1=[O:20]. The catalyst class is: 1.